The task is: Predict the reactants needed to synthesize the given product.. This data is from Full USPTO retrosynthesis dataset with 1.9M reactions from patents (1976-2016). (1) Given the product [Cl:24][C:6]1[CH:5]=[C:4]([CH2:3][OH:2])[CH:9]=[CH:8][C:7]=1[CH2:10][N:11]([CH2:13][CH2:14][CH2:15][CH2:16][N:17]([CH2:18][CH2:19][CH3:20])[CH2:21][CH2:22][CH3:23])[CH3:12], predict the reactants needed to synthesize it. The reactants are: C[O:2][C:3](=O)[C:4]1[CH:9]=[CH:8][C:7]([CH2:10][N:11]([CH2:13][CH2:14][CH2:15][CH2:16][N:17]([CH2:21][CH2:22][CH3:23])[CH2:18][CH2:19][CH3:20])[CH3:12])=[C:6]([Cl:24])[CH:5]=1.CC(C[AlH]CC(C)C)C.CCCCCC.C(OCC)(=O)C.C(C(C(C([O-])=O)O)O)([O-])=O.[K+].[Na+]. (2) The reactants are: C([NH:5][C:6]([C:8]1[CH:9]=[C:10]2[C:15](=[CH:16][CH:17]=1)[N:14]=[C:13]([C:18]1[CH:19]=[C:20]3[C:24](=[CH:25][CH:26]=1)[NH:23][C:22]([CH3:27])=[CH:21]3)[C:12]([N:28]([CH3:32])[CH:29]([CH3:31])[CH3:30])=[N:11]2)=O)(C)(C)C.[C:33](O[C:33]([C:35]([F:38])([F:37])[F:36])=[O:34])([C:35]([F:38])([F:37])[F:36])=[O:34].C(=O)(O)[O-].[Na+]. Given the product [CH3:32][N:28]([CH:29]([CH3:30])[CH3:31])[C:12]1[C:13]([C:18]2[CH:19]=[C:20]3[C:24](=[CH:25][CH:26]=2)[NH:23][C:22]([CH3:27])=[C:21]3[C:33](=[O:34])[C:35]([F:38])([F:37])[F:36])=[N:14][C:15]2[C:10]([N:11]=1)=[CH:9][C:8]([C:6]#[N:5])=[CH:17][CH:16]=2, predict the reactants needed to synthesize it. (3) The reactants are: [C:1]([O:5][C:6]([N:8]1[CH2:12][CH2:11][C@H:10]([CH:13](C(O)=O)[C:14]([OH:16])=[O:15])[CH2:9]1)=[O:7])([CH3:4])([CH3:3])[CH3:2]. Given the product [C:1]([O:5][C:6]([N:8]1[CH2:12][CH2:11][C@H:10]([CH2:13][C:14]([OH:16])=[O:15])[CH2:9]1)=[O:7])([CH3:4])([CH3:2])[CH3:3], predict the reactants needed to synthesize it. (4) Given the product [C:19]([Si:16]([CH3:18])([CH3:17])[O:1][C:2]1[CH:3]=[C:4]([C:8](=[O:10])[CH3:9])[CH:5]=[CH:6][CH:7]=1)([CH3:22])([CH3:21])[CH3:20], predict the reactants needed to synthesize it. The reactants are: [OH:1][C:2]1[CH:3]=[C:4]([C:8](=[O:10])[CH3:9])[CH:5]=[CH:6][CH:7]=1.N1C=CN=C1.[Si:16](Cl)([C:19]([CH3:22])([CH3:21])[CH3:20])([CH3:18])[CH3:17].